From a dataset of Forward reaction prediction with 1.9M reactions from USPTO patents (1976-2016). Predict the product of the given reaction. (1) Given the reactants [C:1](O)(=O)[C:2]1C=CC=CC=1.Br[C:11](Br)=[CH:12][C:13]1(C=O)[CH:22]=[CH:21][C:20]2[CH2:19][N:18]([CH:23]3[CH2:25][CH2:24]3)[CH2:17][C:16]([CH3:27])([CH3:26])[C:15]=2[CH2:14]1.FC1C=C(O)C=CC=1C(O)=O.C1(N2CC(C)(C)C3C(=CC=C(C=O)C=3)C2)CC1.[OH-].[Na+], predict the reaction product. The product is: [C:12]([C:13]1[CH:14]=[C:15]2[C:20](=[CH:21][CH:22]=1)[CH:19]([N:18]([CH:23]([CH3:24])[CH3:25])[CH3:17])[CH2:2][CH2:1][C:16]2([CH3:26])[CH3:27])#[CH:11]. (2) Given the reactants [NH2:1][CH2:2][CH2:3][CH2:4][NH:5][C:6]1[S:7][C:8]([C:11]([C:13]2[CH:18]=[CH:17][CH:16]=[CH:15][C:14]=2[CH3:19])=[O:12])=[CH:9][N:10]=1.CN(C)C1C=C[N+]([S:28]([NH:31][C:32]([O:34][C:35]([CH3:38])([CH3:37])[CH3:36])=[O:33])(=[O:30])=[O:29])=CC=1, predict the reaction product. The product is: [CH3:19][C:14]1[CH:15]=[CH:16][CH:17]=[CH:18][C:13]=1[C:11]([C:8]1[S:7][C:6]([NH:5][CH2:4][CH2:3][CH2:2][NH:1][S:28]([NH:31][C:32](=[O:33])[O:34][C:35]([CH3:37])([CH3:36])[CH3:38])(=[O:29])=[O:30])=[N:10][CH:9]=1)=[O:12]. (3) The product is: [C:17]([C:14]1[CH:15]=[CH:16][C:11]([N:7]2[C:8]3[C:4](=[CH:3][C:2]([NH:1][C:30](=[O:31])[C:29]4[CH:28]=[CH:27][C:26]([N:23]5[CH2:24][CH2:25][CH:20]([OH:19])[CH2:21][CH2:22]5)=[CH:34][CH:33]=4)=[CH:10][CH:9]=3)[CH:5]=[N:6]2)=[CH:12][CH:13]=1)#[N:18]. Given the reactants [NH2:1][C:2]1[CH:3]=[C:4]2[C:8](=[CH:9][CH:10]=1)[N:7]([C:11]1[CH:16]=[CH:15][C:14]([C:17]#[N:18])=[CH:13][CH:12]=1)[N:6]=[CH:5]2.[OH:19][CH:20]1[CH2:25][CH2:24][N:23]([C:26]2[CH:34]=[CH:33][C:29]([C:30]([O-])=[O:31])=[CH:28][CH:27]=2)[CH2:22][CH2:21]1, predict the reaction product. (4) Given the reactants [C:1](Cl)(=[O:5])[CH:2]([CH3:4])[CH3:3].C(N(CC)CC)C.[Cl:14][C:15]1[CH:20]=[CH:19][C:18]([CH:21]2[CH:25]([C:26]3[CH:31]=[CH:30][C:29]([Cl:32])=[CH:28][CH:27]=3)[NH:24][C:23]([C:33]3[CH:38]=[CH:37][C:36]([O:39][CH3:40])=[CH:35][C:34]=3[O:41][CH3:42])=[N:22]2)=[CH:17][CH:16]=1, predict the reaction product. The product is: [Cl:14][C:15]1[CH:16]=[CH:17][C:18]([CH:21]2[CH:25]([C:26]3[CH:27]=[CH:28][C:29]([Cl:32])=[CH:30][CH:31]=3)[N:24]([C:1](=[O:5])[CH:2]([CH3:4])[CH3:3])[C:23]([C:33]3[CH:38]=[CH:37][C:36]([O:39][CH3:40])=[CH:35][C:34]=3[O:41][CH3:42])=[N:22]2)=[CH:19][CH:20]=1. (5) Given the reactants Br[CH:2]([CH2:10][C:11]1[CH:16]=[CH:15][CH:14]=[CH:13][CH:12]=1)[C:3](=O)[C:4]([O:6][CH2:7][CH3:8])=[O:5].[NH2:17][C:18]([NH2:20])=[S:19], predict the reaction product. The product is: [NH2:20][C:18]1[S:19][C:2]([CH2:10][C:11]2[CH:16]=[CH:15][CH:14]=[CH:13][CH:12]=2)=[C:3]([C:4]([O:6][CH2:7][CH3:8])=[O:5])[N:17]=1.